This data is from Retrosynthesis with 50K atom-mapped reactions and 10 reaction types from USPTO. The task is: Predict the reactants needed to synthesize the given product. (1) Given the product CC[C@H]1C(=O)[C@@H]2[C@H](CC[C@@]3(C)[C@H]2CC[C@@H]3[C@H](C)CCC(=O)O)[C@@]2(C)CC[C@@H](O)C[C@@H]12, predict the reactants needed to synthesize it. The reactants are: C/C=C1/C(=O)[C@@H]2[C@H](CC[C@@]3(C)[C@H]2CC[C@@H]3[C@H](C)CCC(=O)O)[C@@]2(C)CC[C@@H](O)C[C@@H]12. (2) Given the product CC(=O)Nc1nc(C)c(-c2ccc(S(=O)(=O)N3CCC4(CC3)OCCO4)s2)s1, predict the reactants needed to synthesize it. The reactants are: C1CC2(CCN1)OCCO2.CC(=O)Nc1nc(C)c(-c2ccc(S(=O)(=O)Cl)s2)s1. (3) Given the product CCOC(=O)CCc1ccc(C#N)c2ccn(S(=O)(=O)c3ccc(C)cc3)c12, predict the reactants needed to synthesize it. The reactants are: CCOC(=O)CC[Zn]Br.Cc1ccc(S(=O)(=O)n2ccc3c(C#N)ccc(Br)c32)cc1.